Dataset: TCR-epitope binding with 47,182 pairs between 192 epitopes and 23,139 TCRs. Task: Binary Classification. Given a T-cell receptor sequence (or CDR3 region) and an epitope sequence, predict whether binding occurs between them. (1) The epitope is IYSKHTPINL. The TCR CDR3 sequence is CASSGQGFSYNSPLHF. Result: 0 (the TCR does not bind to the epitope). (2) Result: 1 (the TCR binds to the epitope). The epitope is GTSGSPIVNR. The TCR CDR3 sequence is CASSAGAGELFF. (3) The epitope is FVDGVPFVV. The TCR CDR3 sequence is CSARGLAKNIQYF. Result: 1 (the TCR binds to the epitope). (4) The epitope is YLNTLTLAV. The TCR CDR3 sequence is CASSPAGVNYYEQYF. Result: 1 (the TCR binds to the epitope). (5) The epitope is RIFTIGTVTLK. The TCR CDR3 sequence is CASTPLGDFLGELFF. Result: 1 (the TCR binds to the epitope). (6) The epitope is NLVPMVATV. The TCR CDR3 sequence is CASSFRDANTEAFF. Result: 1 (the TCR binds to the epitope). (7) The epitope is KLGGALQAK. The TCR CDR3 sequence is CASSLPGLAYNEQFF. Result: 0 (the TCR does not bind to the epitope).